Dataset: Catalyst prediction with 721,799 reactions and 888 catalyst types from USPTO. Task: Predict which catalyst facilitates the given reaction. (1) Reactant: [N:1]([C:4]1[CH:9]=[CH:8][C:7]([C:10]2[N:14]=[CH:13][N:12]([C:15]3[CH:20]=[CH:19][C:18]([O:21][C:22]([F:25])([F:24])[F:23])=[CH:17][CH:16]=3)[N:11]=2)=[CH:6][CH:5]=1)=[C:2]=[S:3].[CH:26]([N:29]1[CH:33]=[N:32][N:31]=[C:30]1[C:34]1[CH:40]=[CH:39][CH:38]=[CH:37][C:35]=1[NH2:36])([CH3:28])[CH3:27].C(=O)([O-])[O-].[Cs+].[Cs+]. Product: [CH:26]([N:29]1[CH:33]=[N:32][N:31]=[C:30]1[C:34]1[CH:40]=[CH:39][CH:38]=[CH:37][C:35]=1[NH:36][C:2]([NH:1][C:4]1[CH:9]=[CH:8][C:7]([C:10]2[N:14]=[CH:13][N:12]([C:15]3[CH:20]=[CH:19][C:18]([O:21][C:22]([F:25])([F:24])[F:23])=[CH:17][CH:16]=3)[N:11]=2)=[CH:6][CH:5]=1)=[S:3])([CH3:28])[CH3:27]. The catalyst class is: 252. (2) Reactant: [CH2:1]([O:8][C:9]1[C:10]([NH2:15])=[N:11][CH:12]=[CH:13][CH:14]=1)[C:2]1[CH:7]=[CH:6][CH:5]=[CH:4][CH:3]=1.[N:16]1[CH:21]=[CH:20][C:19]([C:22](=O)[CH2:23][C:24](OCC)=[O:25])=[CH:18][CH:17]=1.C([O-])(=O)C.[NH4+]. Product: [CH2:1]([O:8][C:9]1[C:10]2=[N:15][C:22]([C:19]3[CH:20]=[CH:21][N:16]=[CH:17][CH:18]=3)=[CH:23][C:24](=[O:25])[N:11]2[CH:12]=[CH:13][CH:14]=1)[C:2]1[CH:3]=[CH:4][CH:5]=[CH:6][CH:7]=1. The catalyst class is: 6. (3) Reactant: C([O:5][C:6](=[O:37])[C:7]1[CH:12]=[CH:11][C:10]([NH:13][C:14]([C:16]2[CH:17]=[CH:18][C:19]3[S:24](=[O:25])[CH2:23][CH2:22][N:21]([S:26]([C:29]4[CH:34]=[CH:33][CH:32]=[C:31]([Cl:35])[CH:30]=4)(=[O:28])=[O:27])[C:20]=3[CH:36]=2)=[O:15])=[CH:9][CH:8]=1)(C)(C)C.O. Product: [Cl:35][C:31]1[CH:30]=[C:29]([S:26]([N:21]2[C:20]3[CH:36]=[C:16]([C:14]([NH:13][C:10]4[CH:11]=[CH:12][C:7]([C:6]([OH:37])=[O:5])=[CH:8][CH:9]=4)=[O:15])[CH:17]=[CH:18][C:19]=3[S:24](=[O:25])[CH2:23][CH2:22]2)(=[O:27])=[O:28])[CH:34]=[CH:33][CH:32]=1. The catalyst class is: 106. (4) Reactant: [OH:1][C@H:2]1[C@H:22]([O:23][CH3:24])[C@@H:21]([C:25]([O:27][CH3:28])=[O:26])[C@@H:20]2[C@@H:4]([CH2:5][N:6]3[C@H:18]([CH2:19]2)[C:17]2[NH:16][C:15]4[C:10](=[CH:11][CH:12]=[C:13]([O:29][CH3:30])[CH:14]=4)[C:9]=2[CH2:8][CH2:7]3)[CH2:3]1.[CH:31]([C:33]1[CH:41]=[CH:40][C:36]([C:37](O)=[O:38])=[CH:35][CH:34]=1)=[O:32].C1CCC(N=C=NC2CCCCC2)CC1. Product: [CH:31]([C:33]1[CH:41]=[CH:40][C:36]([C:37]([O:1][C@H:2]2[C@H:22]([O:23][CH3:24])[C@@H:21]([C:25]([O:27][CH3:28])=[O:26])[C@@H:20]3[C@@H:4]([CH2:5][N:6]4[C@H:18]([CH2:19]3)[C:17]3[NH:16][C:15]5[C:10](=[CH:11][CH:12]=[C:13]([O:29][CH3:30])[CH:14]=5)[C:9]=3[CH2:8][CH2:7]4)[CH2:3]2)=[O:38])=[CH:35][CH:34]=1)=[O:32]. The catalyst class is: 2. (5) Reactant: [O:1]1[C:6]2[CH:7]=[C:8]([NH:11][C:12]([C:14]3[C:15]([C:20]4[CH:25]=[CH:24][C:23]([C:26]([F:29])([F:28])[F:27])=[CH:22][CH:21]=4)=[CH:16][CH:17]=[CH:18][CH:19]=3)=[O:13])[CH:9]=[CH:10][C:5]=2[NH:4][CH2:3][CH2:2]1.[CH3:30][C:31]1[N:32]([C:37]2[N:42]=[C:41]([CH2:43][C:44](O)=[O:45])[CH:40]=[CH:39][CH:38]=2)[C:33]([CH3:36])=[CH:34][CH:35]=1.O.ON1C2C=CC=CC=2N=N1.Cl.CN(C)CCCN=C=NCC. Product: [CH3:30][C:31]1[N:32]([C:37]2[N:42]=[C:41]([CH2:43][C:44]([N:4]3[C:5]4[CH:10]=[CH:9][C:8]([NH:11][C:12]([C:14]5[C:15]([C:20]6[CH:25]=[CH:24][C:23]([C:26]([F:27])([F:29])[F:28])=[CH:22][CH:21]=6)=[CH:16][CH:17]=[CH:18][CH:19]=5)=[O:13])=[CH:7][C:6]=4[O:1][CH2:2][CH2:3]3)=[O:45])[CH:40]=[CH:39][CH:38]=2)[C:33]([CH3:36])=[CH:34][CH:35]=1. The catalyst class is: 255. (6) Reactant: [Br:1][C:2]1[CH:7]=[CH:6][C:5]([Br:8])=[CH:4][C:3]=1[S:9]([NH:12][C@H:13]1[CH2:17][N:16]([C:18](OC(C)(C)C)=O)[C@@H:15]([CH2:25][O:26][CH3:27])[CH2:14]1)(=[O:11])=[O:10].Cl.CC[N:31](C(C)C)C(C)C.BrC#N.C(O)C(N)(CO)CO. Product: [Br:1][C:2]1[CH:7]=[CH:6][C:5]([Br:8])=[CH:4][C:3]=1[S:9]([NH:12][C@@H:13]1[CH2:14][C@H:15]([CH2:25][O:26][CH3:27])[N:16]([C:18]#[N:31])[CH2:17]1)(=[O:11])=[O:10]. The catalyst class is: 258. (7) Product: [CH2:4]([O:23][C:17]1[CH:18]=[CH:19][C:14]([CH2:13][C:12]2[N:11]([CH2:12][CH2:13][C:14]3[CH:19]=[CH:18][CH:17]=[CH:16][CH:15]=3)[C:8]3[CH:9]=[CH:10][C:5]([C:4]([N:3]([CH2:24][CH3:25])[CH2:1][CH3:2])=[O:23])=[CH:6][C:7]=3[N:20]=2)=[CH:15][CH:16]=1)[CH3:5]. The catalyst class is: 99. Reactant: [CH2:1]([N:3]([CH2:24][CH3:25])[C:4](=[O:23])[C:5]1[CH:10]=[CH:9][C:8]([NH:11][CH2:12][CH2:13][C:14]2[CH:19]=[CH:18][CH:17]=[CH:16][CH:15]=2)=[C:7]([N+:20]([O-])=O)[CH:6]=1)[CH3:2]. (8) Reactant: C(OC([N:8]1[CH2:13][CH2:12][N:11]([C:14]([N:16]2[CH2:21][CH2:20][CH2:19][CH2:18][C@H:17]2[C:22](=[O:33])[NH:23][C:24]2[CH:28]=[C:27]([C:29]([CH3:32])([CH3:31])[CH3:30])[O:26][N:25]=2)=[O:15])[CH2:10][CH2:9]1)=O)(C)(C)C.Cl.O1CCOCC1.C([O-])(O)=O.[Na+]. Product: [C:29]([C:27]1[O:26][N:25]=[C:24]([NH:23][C:22]([C@@H:17]2[CH2:18][CH2:19][CH2:20][CH2:21][N:16]2[C:14]([N:11]2[CH2:12][CH2:13][NH:8][CH2:9][CH2:10]2)=[O:15])=[O:33])[CH:28]=1)([CH3:32])([CH3:30])[CH3:31]. The catalyst class is: 96.